This data is from Full USPTO retrosynthesis dataset with 1.9M reactions from patents (1976-2016). The task is: Predict the reactants needed to synthesize the given product. (1) The reactants are: C([Li])CCC.[Br-].[F:7][C:8]1[CH:33]=[C:32]([F:34])[CH:31]=[CH:30][C:9]=1[CH2:10][P+](C1C=CC=CC=1)(C1C=CC=CC=1)C1C=CC=CC=1.[F:35][C:36]1[CH:41]=[CH:40][C:39]([S:42]([C:45]2[CH:52]=[CH:51][C:48]([CH:49]=O)=[CH:47][CH:46]=2)(=[O:44])=[O:43])=[CH:38][CH:37]=1.FC1C=CC(S)=CC=1. Given the product [F:7][C:8]1[CH:33]=[C:32]([F:34])[CH:31]=[CH:30][C:9]=1/[CH:10]=[CH:49]/[C:48]1[CH:47]=[CH:46][C:45]([S:42]([C:39]2[CH:40]=[CH:41][C:36]([F:35])=[CH:37][CH:38]=2)(=[O:44])=[O:43])=[CH:52][CH:51]=1, predict the reactants needed to synthesize it. (2) Given the product [CH2:1]([O:8][C:9]([C@H:11]1[CH2:16][CH2:15][C@@H:14]([N:17]([C:18](=[O:36])[CH2:19][CH2:20][C@H:21]([NH2:28])[CH:22]2[CH2:23][CH2:24][O:25][CH2:26][CH2:27]2)[CH2:37][CH2:38][O:39][CH2:40][C:41]2[CH:42]=[CH:43][CH:44]=[CH:45][CH:46]=2)[CH2:13][CH2:12]1)=[O:10])[C:2]1[CH:3]=[CH:4][CH:5]=[CH:6][CH:7]=1, predict the reactants needed to synthesize it. The reactants are: [CH2:1]([O:8][C:9]([C@H:11]1[CH2:16][CH2:15][C@@H:14]([N:17]([CH2:37][CH2:38][O:39][CH2:40][C:41]2[CH:46]=[CH:45][CH:44]=[CH:43][CH:42]=2)[C:18](=[O:36])[CH2:19][CH2:20][C@H:21]([NH:28]C(OC(C)(C)C)=O)[CH:22]2[CH2:27][CH2:26][O:25][CH2:24][CH2:23]2)[CH2:13][CH2:12]1)=[O:10])[C:2]1[CH:7]=[CH:6][CH:5]=[CH:4][CH:3]=1. (3) Given the product [F:65][C:62]1[CH:63]=[CH:64][C:59]([C:57]2[O:58][C:54]3[CH:53]=[C:52]([N:71]4[CH2:75][CH2:74][CH2:73][C:72]4=[O:76])[CH:51]=[CH:70][C:55]=3[C:56]=2[C:66]([NH:68][CH3:69])=[O:67])=[CH:60][CH:61]=1, predict the reactants needed to synthesize it. The reactants are: BrC1C(N2CCCC2=O)=CC2OC(C3C=CC(F)=CC=3)=C(C(O)=O)C=2C=1.C1C=CC2N(O)N=NC=2C=1.CCN=C=NCCCN(C)C.CN.Br[C:51]1[C:52]([N:71]2[CH2:75][CH2:74][CH2:73][C:72]2=[O:76])=[CH:53][C:54]2[O:58][C:57]([C:59]3[CH:64]=[CH:63][C:62]([F:65])=[CH:61][CH:60]=3)=[C:56]([C:66]([NH:68][CH3:69])=[O:67])[C:55]=2[CH:70]=1.